This data is from Reaction yield outcomes from USPTO patents with 853,638 reactions. The task is: Predict the reaction yield, written as a fraction of the theoretical maximum amount of product (1.0 means a 100% yield; for example, 0.34 means a 34% yield). (1) The reactants are [CH2:1]([C:3]1[C:11]2[C:6](=[C:7]([O:17][CH3:18])[CH:8]=[C:9]([C:12]([O:14]CC)=[O:13])[CH:10]=2)[N:5]([CH3:19])[N:4]=1)[CH3:2].[Li+].[OH-]. The catalyst is C1COCC1. The product is [CH2:1]([C:3]1[C:11]2[C:6](=[C:7]([O:17][CH3:18])[CH:8]=[C:9]([C:12]([OH:14])=[O:13])[CH:10]=2)[N:5]([CH3:19])[N:4]=1)[CH3:2]. The yield is 0.940. (2) The reactants are [O:1]1[CH:5]=[CH:4][CH:3]=[C:2]1[C:6]1[CH:35]=[CH:34][C:9]([C:10]([N:12]([CH2:16][C:17]2[C:18]([O:23][CH2:24][CH2:25][CH2:26][CH2:27][CH2:28][C:29]([O:31]CC)=[O:30])=[N:19][CH:20]=[CH:21][CH:22]=2)[CH:13]([CH3:15])[CH3:14])=[O:11])=[CH:8][CH:7]=1.O.[OH-].[Li+].Cl. The catalyst is C1COCC1.O. The product is [O:1]1[CH:5]=[CH:4][CH:3]=[C:2]1[C:6]1[CH:7]=[CH:8][C:9]([C:10]([N:12]([CH2:16][C:17]2[C:18]([O:23][CH2:24][CH2:25][CH2:26][CH2:27][CH2:28][C:29]([OH:31])=[O:30])=[N:19][CH:20]=[CH:21][CH:22]=2)[CH:13]([CH3:15])[CH3:14])=[O:11])=[CH:34][CH:35]=1. The yield is 0.550. (3) The reactants are [OH-:1].[Na+].[Si]([O:20][CH2:21][C@@H:22]1C[C@H:23]1[CH2:25]C#N)(C(C)(C)C)(C1C=CC=CC=1)C1C=CC=CC=1.[CH3:28][CH2:29][OH:30]. The catalyst is O. The product is [OH:30][CH2:29][C@@H:28]1[CH2:25][C@H:23]1[CH2:22][C:21]([OH:20])=[O:1]. The yield is 1.34. (4) The reactants are [N:1]12[CH2:8][CH2:7][CH:4]([CH2:5][CH2:6]1)[C@@H:3]([O:9][C:10]1[N:15]=[N:14][C:13]([C:16]3[CH:17]=[C:18]4[C:22](=[CH:23][CH:24]=3)[NH:21][CH:20]=[C:19]4[CH2:25][N:26]([CH3:28])[CH3:27])=[CH:12][CH:11]=1)[CH2:2]2.[C:29]([OH:36])(=[O:35])/[CH:30]=[CH:31]/[C:32]([OH:34])=[O:33]. The catalyst is CCOC(C)=O.CO. The product is [C:29]([OH:36])(=[O:35])/[CH:30]=[CH:31]/[C:32]([OH:34])=[O:33].[C:29]([OH:36])(=[O:35])/[CH:30]=[CH:31]/[C:32]([OH:34])=[O:33].[N:1]12[CH2:8][CH2:7][CH:4]([CH2:5][CH2:6]1)[C@@H:3]([O:9][C:10]1[N:15]=[N:14][C:13]([C:16]3[CH:17]=[C:18]4[C:22](=[CH:23][CH:24]=3)[NH:21][CH:20]=[C:19]4[CH2:25][N:26]([CH3:28])[CH3:27])=[CH:12][CH:11]=1)[CH2:2]2. The yield is 0.530. (5) The reactants are Br[C:2]1[CH:3]=[C:4]([N:8]2[C:12]3=[N:13][CH:14]=[N:15][CH:16]=[C:11]3[C:10]([C:17]([O:19][CH2:20][CH3:21])=[O:18])=[N:9]2)[CH:5]=[CH:6][CH:7]=1.[C:22]([C@:24]1([OH:31])[CH2:28][CH2:27][N:26]([CH3:29])[C:25]1=[O:30])#[CH:23]. No catalyst specified. The product is [OH:31][C@@:24]1([C:22]#[C:23][C:2]2[CH:3]=[C:4]([N:8]3[C:12]4=[N:13][CH:14]=[N:15][CH:16]=[C:11]4[C:10]([C:17]([O:19][CH2:20][CH3:21])=[O:18])=[N:9]3)[CH:5]=[CH:6][CH:7]=2)[CH2:28][CH2:27][N:26]([CH3:29])[C:25]1=[O:30]. The yield is 0.620. (6) The product is [Cl:19][C:14]1[CH:13]=[C:12]([N:11]2[C:10](=[O:20])[O:9][N:8]=[C:7]2[C:3]2[C:2]([NH:1][C:23](=[O:24])[C:22]([F:33])([F:32])[F:21])=[N:6][O:5][N:4]=2)[CH:17]=[CH:16][C:15]=1[F:18]. The yield is 0.990. The reactants are [NH2:1][C:2]1[C:3]([C:7]2[N:11]([C:12]3[CH:17]=[CH:16][C:15]([F:18])=[C:14]([Cl:19])[CH:13]=3)[C:10](=[O:20])[O:9][N:8]=2)=[N:4][O:5][N:6]=1.[F:21][C:22]([F:33])([F:32])[C:23](O[C:23](=[O:24])[C:22]([F:33])([F:32])[F:21])=[O:24].N1C=CC=CC=1. The catalyst is ClCCl.